This data is from Reaction yield outcomes from USPTO patents with 853,638 reactions. The task is: Predict the reaction yield, written as a fraction of the theoretical maximum amount of product (1.0 means a 100% yield; for example, 0.34 means a 34% yield). (1) The reactants are [Br:1]N1C(=O)CCC1=O.[Cl:9][C:10]1[C:11]2[N:12]([C:16]([C@H:19]3[CH2:28][CH2:27][C@@H:26]4[N:21]([C:22](=[O:29])[CH2:23][CH2:24][CH2:25]4)[CH2:20]3)=[N:17][CH:18]=2)[CH:13]=[CH:14][N:15]=1.N#N. The catalyst is CN(C=O)C. The product is [Br:1][C:18]1[N:17]=[C:16]([C@H:19]2[CH2:28][CH2:27][C@@H:26]3[N:21]([C:22](=[O:29])[CH2:23][CH2:24][CH2:25]3)[CH2:20]2)[N:12]2[CH:13]=[CH:14][N:15]=[C:10]([Cl:9])[C:11]=12. The yield is 0.927. (2) The reactants are Cl.BrC1SC2=NC(N)=CN2C=1.C(OC(N[C@H](C1C=CC=CC=1)C(N1CCC[C@H]1C(O)=O)=O)=O)(C)(C)C.[C:37]([O:41][C:42](=[O:70])[NH:43][C@@H:44]([C:64]1[CH:69]=[CH:68][CH:67]=[CH:66][CH:65]=1)[C:45]([N:47]1[CH2:51][CH2:50][CH2:49][C@H:48]1[C:52](=[O:63])[NH:53][C:54]1[N:55]=[C:56]2[N:60]([CH:61]=1)[CH:59]=[C:58]([Br:62])[S:57]2)=[O:46])(C)(C)C. No catalyst specified. The product is [CH3:37][O:41][C:42](=[O:70])[NH:43][C@@H:44]([C:64]1[CH:69]=[CH:68][CH:67]=[CH:66][CH:65]=1)[C:45]([N:47]1[CH2:51][CH2:50][CH2:49][C@@H:48]1[C:52](=[O:63])[NH:53][C:54]1[N:55]=[C:56]2[N:60]([CH:61]=1)[CH:59]=[C:58]([Br:62])[S:57]2)=[O:46]. The yield is 0.440. (3) The reactants are [Na].[N+:2]([C:5]1[CH:10]=[CH:9][C:8]([OH:11])=[CH:7][CH:6]=1)([O-:4])=[O:3].C1(C)C=CC=CC=1.[O:19]1[CH:21]([CH2:22][CH2:23][CH2:24][CH2:25][CH2:26][CH2:27][CH2:28][CH3:29])[CH2:20]1. The catalyst is O.S([O-])([O-])(=O)=O.C([N+](CCCC)(CCCC)CCCC)CCC.C([N+](CCCC)(CCCC)CCCC)CCC. The product is [OH:19][CH:21]([CH2:22][CH2:23][CH2:24][CH2:25][CH2:26][CH2:27][CH2:28][CH3:29])[CH2:20][O:11][C:8]1[CH:9]=[CH:10][C:5]([N+:2]([O-:4])=[O:3])=[CH:6][CH:7]=1. The yield is 0.390. (4) The reactants are C[C:2]1[CH:10]=[CH:9][C:5]([C:6]([OH:8])=[O:7])=[C:4]([N:11]([S:13]([C:16]2[CH:21]=[CH:20][C:19](F)=[CH:18][CH:17]=2)(=[O:15])=[O:14])[CH3:12])[C:3]=1[CH3:23].[OH:24][CH2:25][CH2:26][CH2:27][CH2:28][NH:29][C:30]([C:32]1[O:33][C:34]2[CH:40]=[CH:39][CH:38]=[CH:37][C:35]=2[CH:36]=1)=[O:31]. No catalyst specified. The product is [O:33]1[C:34]2[CH:40]=[CH:39][CH:38]=[CH:37][C:35]=2[CH:36]=[C:32]1[C:30]([NH:29][CH2:28][CH2:27][CH2:26][CH2:25][O:24][C:19]1[CH:18]=[CH:17][C:16]([S:13]([N:11]([CH3:12])[C:4]2[C:3]([CH3:23])=[CH:2][CH:10]=[CH:9][C:5]=2[C:6]([OH:8])=[O:7])(=[O:14])=[O:15])=[CH:21][CH:20]=1)=[O:31]. The yield is 0.510. (5) The reactants are [C:1]([O:5][C:6]([NH:8][C:9]1[C:13]2=[N:14][CH:15]=[C:16]([CH2:18][CH2:19][CH3:20])[CH:17]=[C:12]2[O:11][C:10]=1[C:21]([O:23]CC)=[O:22])=[O:7])([CH3:4])([CH3:3])[CH3:2].[Li+].[OH-].C1COCC1.CO. The catalyst is O. The product is [C:1]([O:5][C:6]([NH:8][C:9]1[C:13]2=[N:14][CH:15]=[C:16]([CH2:18][CH2:19][CH3:20])[CH:17]=[C:12]2[O:11][C:10]=1[C:21]([OH:23])=[O:22])=[O:7])([CH3:2])([CH3:3])[CH3:4]. The yield is 0.550. (6) The reactants are [O:1]=[C:2]([CH2:8][CH3:9])[CH2:3][C:4]([O:6]C)=O.[F:10][C:11]([F:20])([F:19])[C:12]1[CH:18]=[CH:17][C:15]([NH2:16])=[CH:14][CH:13]=1. The catalyst is C1(C)C=CC=CC=1. The product is [F:10][C:11]([F:19])([F:20])[C:12]1[CH:13]=[CH:14][C:15]([NH:16][C:4](=[O:6])[CH2:3][C:2](=[O:1])[CH2:8][CH3:9])=[CH:17][CH:18]=1. The yield is 0.570.